From a dataset of Forward reaction prediction with 1.9M reactions from USPTO patents (1976-2016). Predict the product of the given reaction. (1) Given the reactants [H-].[Na+].[CH3:3][C:4](=[CH2:8])[CH2:5][CH2:6][OH:7].Cl[C:10]1[N:15]=[C:14](Cl)[N:13]=[C:12](Cl)[N:11]=1.[OH2:18], predict the reaction product. The product is: [CH3:8][C:4](=[CH2:3])[CH2:5][CH2:6][O:7][C:10]1[N:15]=[C:14]([O:18][CH2:6][CH2:5][C:4]([CH3:8])=[CH2:3])[N:13]=[C:12]([O:7][CH2:6][CH2:5][C:4]([CH3:3])=[CH2:8])[N:11]=1. (2) Given the reactants [Br:1][C:2]1[CH:14]=[CH:13][C:5]([O:6][CH:7]([CH3:12])[C:8](OC)=[O:9])=[CH:4][CH:3]=1.[NH3:15].O1CCCC1, predict the reaction product. The product is: [Br:1][C:2]1[CH:14]=[CH:13][C:5]([O:6][CH:7]([CH3:12])[C:8]([NH2:15])=[O:9])=[CH:4][CH:3]=1.